Dataset: Reaction yield outcomes from USPTO patents with 853,638 reactions. Task: Predict the reaction yield, written as a fraction of the theoretical maximum amount of product (1.0 means a 100% yield; for example, 0.34 means a 34% yield). (1) The product is [C:20]([O:19][C:17](=[O:18])[N:3]([CH2:1][CH3:2])[CH2:4][CH2:5][N:6]1[CH2:11][CH2:10][C:9]2[NH:12][CH:13]=[C:14]([CH3:15])[C:8]=2[C:7]1=[O:16])([CH3:23])([CH3:22])[CH3:21]. The reactants are [CH2:1]([NH:3][CH2:4][CH2:5][N:6]1[CH2:11][CH2:10][C:9]2[NH:12][CH:13]=[C:14]([CH3:15])[C:8]=2[C:7]1=[O:16])[CH3:2].[C:17](O[C:17]([O:19][C:20]([CH3:23])([CH3:22])[CH3:21])=[O:18])([O:19][C:20]([CH3:23])([CH3:22])[CH3:21])=[O:18].C(=O)([O-])[O-].[K+].[K+]. The catalyst is C(O)(C)C.O. The yield is 0.514. (2) The reactants are [Br:1][C:2]1[CH:9]=[CH:8][C:5]([CH:6]=O)=[CH:4][CH:3]=1.Cl.[NH2:11][CH2:12][CH2:13][SH:14]. The catalyst is CCO.O. The product is [Br:1][C:2]1[CH:9]=[CH:8][C:5]([CH:6]2[NH:11][CH2:12][CH2:13][S:14]2)=[CH:4][CH:3]=1. The yield is 0.680. (3) The reactants are [C:1](Cl)(=O)[C:2]([Cl:4])=[O:3].[F:7][C:8]1[C:17]2[NH:16][CH:15]=[C:14]3[C:18](=[O:30])[N:19]([C:21]4[CH:22]=C([CH:27]=[CH:28][CH:29]=4)C(O)=O)[N:20]=[C:13]3[C:12]=2[CH:11]=[CH:10][CH:9]=1.CN(C)C=O. The catalyst is ClCCl. The product is [F:7][C:8]1[C:17]2[NH:16][CH:15]=[C:14]3[C:18](=[O:30])[N:19]([C:21]4[CH:22]=[C:1]([CH:27]=[CH:28][CH:29]=4)[C:2]([Cl:4])=[O:3])[N:20]=[C:13]3[C:12]=2[CH:11]=[CH:10][CH:9]=1. The yield is 0.960. (4) The reactants are [Cl:1][C:2]1[C:7]([CH2:8][OH:9])=[CH:6][CH:5]=[C:4]([Cl:10])[N:3]=1.CC(OI1(OC(C)=O)(OC(C)=O)OC(=O)C2C=CC=CC1=2)=O. The catalyst is C(Cl)Cl. The product is [Cl:1][C:2]1[N:3]=[C:4]([Cl:10])[CH:5]=[CH:6][C:7]=1[CH:8]=[O:9]. The yield is 0.800. (5) The reactants are [Br:1][C:2]1[CH:10]=[CH:9][CH:8]=[C:7]2[C:3]=1[C:4]([C:19]1[CH:24]=[C:23]([F:25])[C:22]([F:26])=[CH:21][C:20]=1[OH:27])(O)[C:5](=[O:17])[N:6]2[CH2:11][C:12]([O:14][CH2:15][CH3:16])=[O:13].C([SiH](CC)CC)C.FC(F)(F)C(O)=O. The catalyst is C(OCC)(=O)C. The product is [Br:1][C:2]1[CH:10]=[CH:9][CH:8]=[C:7]2[C:3]=1[CH:4]([C:19]1[CH:24]=[C:23]([F:25])[C:22]([F:26])=[CH:21][C:20]=1[OH:27])[C:5](=[O:17])[N:6]2[CH2:11][C:12]([O:14][CH2:15][CH3:16])=[O:13]. The yield is 0.430. (6) The yield is 1.00. The reactants are [C:1]12([CH2:11][O:12][C:13]3[CH:20]=[CH:19][C:16]([C:17]#[N:18])=[CH:15][C:14]=3[C:21]3(O)[CH2:24][CH2:23][CH2:22]3)[CH2:10][CH:5]3[CH2:6][CH:7]([CH2:9][CH:3]([CH2:4]3)[CH2:2]1)[CH2:8]2.C([SiH](CC)CC)C.FC(F)(F)C(O)=O. The catalyst is C(Cl)Cl.[OH-].[Na+]. The product is [C:1]12([CH2:11][O:12][C:13]3[CH:20]=[CH:19][C:16]([C:17]#[N:18])=[CH:15][C:14]=3[CH:21]3[CH2:24][CH2:23][CH2:22]3)[CH2:2][CH:3]3[CH2:9][CH:7]([CH2:6][CH:5]([CH2:4]3)[CH2:10]1)[CH2:8]2.